From a dataset of Peptide-MHC class II binding affinity with 134,281 pairs from IEDB. Regression. Given a peptide amino acid sequence and an MHC pseudo amino acid sequence, predict their binding affinity value. This is MHC class II binding data. (1) The peptide sequence is DPHLPTLLLGSSGSGGDDDDPHGPVQLSYYD. The MHC is DRB1_0301 with pseudo-sequence DRB1_0301. The binding affinity (normalized) is 0. (2) The peptide sequence is EVVNDVSTFSSGLVW. The MHC is DRB1_1201 with pseudo-sequence DRB1_1201. The binding affinity (normalized) is 0.312. (3) The peptide sequence is KFDSRLAFHHMAREKH. The MHC is HLA-DQA10301-DQB10302 with pseudo-sequence HLA-DQA10301-DQB10302. The binding affinity (normalized) is 0.333. (4) The peptide sequence is IDSSYFANVLAKKMP. The MHC is DRB1_0401 with pseudo-sequence DRB1_0401. The binding affinity (normalized) is 0.501. (5) The binding affinity (normalized) is 0.425. The MHC is DRB1_1201 with pseudo-sequence DRB1_1201. The peptide sequence is LAWLVQASANSAAMA.